This data is from Catalyst prediction with 721,799 reactions and 888 catalyst types from USPTO. The task is: Predict which catalyst facilitates the given reaction. Reactant: [Cl:1][C:2]1[CH:3]=[C:4]([CH:32]=[CH:33][C:34]=1[F:35])[CH2:5][N:6]1[CH2:15][CH2:14][C:13]2[C:8](=[C:9]([O:29]C)[C:10](=[O:28])[N:11]([C:21]3[CH:26]=[CH:25][C:24]([CH3:27])=[CH:23][CH:22]=3)[C:12]=2[C:16]([N:18]([CH3:20])[CH3:19])=[O:17])[C:7]1=[O:31].B(Br)(Br)Br. Product: [Cl:1][C:2]1[CH:3]=[C:4]([CH:32]=[CH:33][C:34]=1[F:35])[CH2:5][N:6]1[CH2:15][CH2:14][C:13]2[C:8](=[C:9]([OH:29])[C:10](=[O:28])[N:11]([C:21]3[CH:26]=[CH:25][C:24]([CH3:27])=[CH:23][CH:22]=3)[C:12]=2[C:16]([N:18]([CH3:20])[CH3:19])=[O:17])[C:7]1=[O:31]. The catalyst class is: 4.